Dataset: Peptide-MHC class I binding affinity with 185,985 pairs from IEDB/IMGT. Task: Regression. Given a peptide amino acid sequence and an MHC pseudo amino acid sequence, predict their binding affinity value. This is MHC class I binding data. The peptide sequence is DEFVADIPS. The MHC is HLA-A29:02 with pseudo-sequence HLA-A29:02. The binding affinity (normalized) is 0.0847.